From a dataset of Reaction yield outcomes from USPTO patents with 853,638 reactions. Predict the reaction yield, written as a fraction of the theoretical maximum amount of product (1.0 means a 100% yield; for example, 0.34 means a 34% yield). (1) The reactants are Br[C:2]1[CH:3]=[N:4][CH:5]=[CH:6][CH:7]=1.[Li]CCCC.[CH2:13]([N:20]1[CH2:24][CH2:23][C:22]2([CH2:29][CH2:28][C:27](=[O:30])[CH2:26][CH2:25]2)[CH2:21]1)[C:14]1[CH:19]=[CH:18][CH:17]=[CH:16][CH:15]=1. The catalyst is C1COCC1. The product is [CH2:13]([N:20]1[CH2:24][CH2:23][C:22]2([CH2:29][CH2:28][C:27]([C:2]3[CH:3]=[N:4][CH:5]=[CH:6][CH:7]=3)([OH:30])[CH2:26][CH2:25]2)[CH2:21]1)[C:14]1[CH:15]=[CH:16][CH:17]=[CH:18][CH:19]=1. The yield is 0.440. (2) The reactants are [Cl:1][C:2]1[CH:3]=[CH:4][C:5]([O:26][CH2:27][CH:28]([CH3:30])[CH3:29])=[C:6]([CH2:8][N:9]2[C:13]([CH3:14])=[CH:12][C:11]([C:15]([NH:17][C:18]3[CH:23]=[CH:22][C:21]([CH:24]=O)=[CH:20][CH:19]=3)=[O:16])=[N:10]2)[CH:7]=1.[CH2:31]([NH2:33])[CH3:32].C(O[BH-](OC(=O)C)OC(=O)C)(=O)C.[Na+].C(O)(=O)C. The catalyst is O1CCCC1.[Cl-].[Na+].O.C(OCC)(=O)C. The product is [ClH:1].[Cl:1][C:2]1[CH:3]=[CH:4][C:5]([O:26][CH2:27][CH:28]([CH3:30])[CH3:29])=[C:6]([CH2:8][N:9]2[C:13]([CH3:14])=[CH:12][C:11]([C:15]([NH:17][C:18]3[CH:23]=[CH:22][C:21]([CH2:24][NH:33][CH2:31][CH3:32])=[CH:20][CH:19]=3)=[O:16])=[N:10]2)[CH:7]=1. The yield is 0.310.